Dataset: Full USPTO retrosynthesis dataset with 1.9M reactions from patents (1976-2016). Task: Predict the reactants needed to synthesize the given product. (1) Given the product [Br:16][C:13]([C:10]1[CH:9]=[CH:8][C:7]([C:5](=[O:6])[CH2:4][CH2:3][CH2:2][Cl:1])=[CH:12][CH:11]=1)([CH3:15])[CH3:14], predict the reactants needed to synthesize it. The reactants are: [Cl:1][CH2:2][CH2:3][CH2:4][C:5]([C:7]1[CH:12]=[CH:11][C:10]([CH:13]([CH3:15])[CH3:14])=[CH:9][CH:8]=1)=[O:6].[Br:16]N1C(=O)CCC1=O.C(OOC(=O)C1C=CC=CC=1)(=O)C1C=CC=CC=1. (2) Given the product [C:30]([C:34]1[CH:39]=[CH:38][C:37]([N:40]2[CH2:45][CH2:44][C:43]([CH3:47])([CH3:46])[C:42]([C:8](=[O:10])[CH:7]([C:1]3[CH:2]=[CH:3][CH:4]=[CH:5][CH:6]=3)[C:11]3[CH:16]=[CH:15][CH:14]=[CH:13][CH:12]=3)=[CH:41]2)=[CH:36][CH:35]=1)([CH3:33])([CH3:31])[CH3:32], predict the reactants needed to synthesize it. The reactants are: [C:1]1([CH:7]([C:11]2[CH:16]=[CH:15][CH:14]=[CH:13][CH:12]=2)[C:8]([OH:10])=O)[CH:6]=[CH:5][CH:4]=[CH:3][CH:2]=1.FC(F)(F)C(OC(=O)C(F)(F)F)=O.[C:30]([C:34]1[CH:39]=[CH:38][C:37]([N:40]2[CH:45]=[CH:44][C:43]([CH3:47])([CH3:46])[CH2:42][CH2:41]2)=[CH:36][CH:35]=1)([CH3:33])([CH3:32])[CH3:31].C(N(CC)CC)C. (3) Given the product [NH2:14][C:12]1[CH2:13][C:7]([C:5]([NH:4][CH2:1][CH2:2][CH3:3])=[O:6])=[CH:8][C:9]2[CH:25]=[CH:24][C:23]([C:26]3[CH:31]=[CH:30][C:29]([C:32]([N:34]4[CH2:38][CH2:37][CH2:36][CH2:35]4)=[O:33])=[CH:28][CH:27]=3)=[CH:22][C:10]=2[N:11]=1, predict the reactants needed to synthesize it. The reactants are: [CH2:1]([NH:4][C:5]([C:7]1=[CH:8][C:9]2[CH:25]=[CH:24][C:23]([C:26]3[CH:31]=[CH:30][C:29]([C:32]([N:34]4[CH2:38][CH2:37][CH2:36][CH2:35]4)=[O:33])=[CH:28][CH:27]=3)=[CH:22][C:10]=2[N:11]=[C:12]([NH:14]C(=O)OC(C)(C)C)[CH2:13]1)=[O:6])[CH2:2][CH3:3].FC(F)(F)C(O)=O.C([O-])(O)=O.[Na+]. (4) Given the product [Cl:5][C:6]([Cl:12])=[C:7]([O:9][CH3:10])[O:8][Si:14]([CH3:16])([CH3:15])[CH3:13], predict the reactants needed to synthesize it. The reactants are: BrCCBr.[Cl:5][C:6]([Cl:12])(Cl)[C:7]([O:9][CH3:10])=[O:8].[CH3:13][Si:14](Cl)([CH3:16])[CH3:15]. (5) Given the product [F:1][C:2]1[CH:3]=[C:4]([CH:16]=[CH:17][C:18]=1[F:19])[O:5][C:6]1[C:7]([F:15])=[CH:8][C:9]([CH2:13][O:14][C:21]2[CH:32]=[C:25]3[N:26]([CH3:31])[C@H:27]([CH3:30])[CH2:28][CH2:29][N:24]3[C:23](=[O:33])[N:22]=2)=[CH:10][C:11]=1[F:12], predict the reactants needed to synthesize it. The reactants are: [F:1][C:2]1[CH:3]=[C:4]([CH:16]=[CH:17][C:18]=1[F:19])[O:5][C:6]1[C:11]([F:12])=[CH:10][C:9]([CH2:13][OH:14])=[CH:8][C:7]=1[F:15].Cl[C:21]1[CH:32]=[C:25]2[N:26]([CH3:31])[C@H:27]([CH3:30])[CH2:28][CH2:29][N:24]2[C:23](=[O:33])[N:22]=1.